From a dataset of Forward reaction prediction with 1.9M reactions from USPTO patents (1976-2016). Predict the product of the given reaction. (1) Given the reactants [C:1]([C:4]1[CH:11]=[CH:10][C:7]([C:8]#[N:9])=[CH:6][CH:5]=1)(=[O:3])[CH3:2].ClC1C=C(C2O[N:23]=[C:22]([C:25]([OH:27])=[O:26])C=2)C=CC=1F, predict the reaction product. The product is: [C:8]([C:7]1[CH:10]=[CH:11][C:4]([C:1]2[O:3][N:23]=[C:22]([C:25]([OH:27])=[O:26])[CH:2]=2)=[CH:5][CH:6]=1)#[N:9]. (2) Given the reactants C[O:2][C:3]([C:5]1[CH:21]=[CH:20][C:8]2[N:9]=[C:10]([C:12]3[C:17]([CH3:18])=[CH:16][CH:15]=[CH:14][C:13]=3[CH3:19])[NH:11][C:7]=2[CH:6]=1)=O.[H-].[H-].[H-].[H-].[Li+].[Al+3].S([O-])([O-])(=O)=O.[Na+].[Na+].C(OCC)(=O)C, predict the reaction product. The product is: [CH3:19][C:13]1[CH:14]=[CH:15][CH:16]=[C:17]([CH3:18])[C:12]=1[C:10]1[NH:11][C:7]2[CH:6]=[C:5]([CH2:3][OH:2])[CH:21]=[CH:20][C:8]=2[N:9]=1.